Dataset: Full USPTO retrosynthesis dataset with 1.9M reactions from patents (1976-2016). Task: Predict the reactants needed to synthesize the given product. (1) Given the product [Cl:26][C:23]1[CH:24]=[CH:25][C:20]([C:17]2[CH:18]=[CH:19][C:14]([C:12]([NH:11][CH2:10][CH2:9][C:6]3[CH:7]=[CH:8][C:3]([CH2:2][N:34]([CH2:35][C:36]([O:38][CH2:39][CH3:40])=[O:37])[CH3:33])=[CH:4][CH:5]=3)=[O:13])=[CH:15][CH:16]=2)=[CH:21][CH:22]=1, predict the reactants needed to synthesize it. The reactants are: Br[CH2:2][C:3]1[CH:8]=[CH:7][C:6]([CH2:9][CH2:10][NH:11][C:12]([C:14]2[CH:19]=[CH:18][C:17]([C:20]3[CH:25]=[CH:24][C:23]([Cl:26])=[CH:22][CH:21]=3)=[CH:16][CH:15]=2)=[O:13])=[CH:5][CH:4]=1.C([O-])([O-])=O.[K+].[K+].[CH3:33][NH:34][CH2:35][C:36]([O:38][CH2:39][CH3:40])=[O:37].Cl. (2) Given the product [CH:24]1([C:27]([NH:29][C:2]2[CH:7]=[C:6]([O:8][C:9]3[CH:14]=[CH:13][C:12]([NH:15][C:16](=[O:22])[O:17][C:18]([CH3:21])([CH3:20])[CH3:19])=[C:11]([F:23])[CH:10]=3)[CH:5]=[CH:4][N:3]=2)=[O:28])[CH2:26][CH2:25]1, predict the reactants needed to synthesize it. The reactants are: Cl[C:2]1[CH:7]=[C:6]([O:8][C:9]2[CH:14]=[CH:13][C:12]([NH:15][C:16](=[O:22])[O:17][C:18]([CH3:21])([CH3:20])[CH3:19])=[C:11]([F:23])[CH:10]=2)[CH:5]=[CH:4][N:3]=1.[CH:24]1([C:27]([NH2:29])=[O:28])[CH2:26][CH2:25]1.C1(P(C2C=CC=CC=2)C2C=CC3C(=CC=CC=3)C=2C2C3C(=CC=CC=3)C=CC=2P(C2C=CC=CC=2)C2C=CC=CC=2)C=CC=CC=1.C([O-])([O-])=O.[Cs+].[Cs+]. (3) Given the product [Br:40][C:41]1[CH:46]=[CH:45][C:44]2[S:47](=[O:49])(=[O:48])[N:1]([C:2]3[C:3]([C:31]([CH3:39])([CH3:38])[O:32][SiH2:33][C:34]([CH3:36])([CH3:35])[CH3:37])=[C:4]([C:8]4[CH:9]=[C:10]([NH:16][C:17]5[CH:22]=[CH:21][C:20]([C:23]([N:25]6[CH2:26][CH2:27][O:28][CH2:29][CH2:30]6)=[O:24])=[CH:19][N:18]=5)[C:11](=[O:15])[NH:12][CH:13]=4)[CH:5]=[CH:6][CH:7]=3)[CH2:52][CH2:51][C:43]=2[CH:42]=1, predict the reactants needed to synthesize it. The reactants are: [NH2:1][C:2]1[C:3]([C:31]([CH3:39])([CH3:38])[O:32][SiH2:33][C:34]([CH3:37])([CH3:36])[CH3:35])=[C:4]([C:8]2[CH:9]=[C:10]([NH:16][C:17]3[CH:22]=[CH:21][C:20]([C:23]([N:25]4[CH2:30][CH2:29][O:28][CH2:27][CH2:26]4)=[O:24])=[CH:19][N:18]=3)[C:11](=[O:15])[N:12](C)[CH:13]=2)[CH:5]=[CH:6][CH:7]=1.[Br:40][C:41]1[CH:46]=[CH:45][C:44]([S:47](Cl)(=[O:49])=[O:48])=[C:43]([CH2:51][CH2:52]Br)[CH:42]=1.CCN(C(C)C)C(C)C. (4) Given the product [CH3:12][O:11][C:4]1[CH:3]=[C:2]([C:18]2[CH:19]=[CH:20][C:15]([C:14]([F:25])([F:24])[F:13])=[CH:16][CH:17]=2)[CH:7]=[CH:6][C:5]=1[N+:8]([O-:10])=[O:9], predict the reactants needed to synthesize it. The reactants are: Cl[C:2]1[CH:7]=[CH:6][C:5]([N+:8]([O-:10])=[O:9])=[C:4]([O:11][CH3:12])[CH:3]=1.[F:13][C:14]([F:25])([F:24])[C:15]1[CH:20]=[CH:19][C:18](B(O)O)=[CH:17][CH:16]=1.C(=O)([O-])[O-].[K+].[K+]. (5) The reactants are: [CH2:1]([C:4]1[CH:5]=[N:6][C:7]([N:10]2[CH2:15][CH2:14][CH:13](CS([O-])(=O)=O)[CH2:12][CH2:11]2)=[N:8][CH:9]=1)[CH2:2][CH3:3].[Cl:21][C:22]1[C:23]([OH:29])=[CH:24][C:25](=[O:28])[NH:26][CH:27]=1.C(=O)([O-])[O-].[Cs+].[Cs+]. Given the product [Cl:21][C:22]1[C:23]([O:29][CH:13]2[CH2:12][CH2:11][N:10]([C:7]3[N:8]=[CH:9][C:4]([CH2:1][CH2:2][CH3:3])=[CH:5][N:6]=3)[CH2:15][CH2:14]2)=[CH:24][C:25](=[O:28])[NH:26][CH:27]=1, predict the reactants needed to synthesize it. (6) Given the product [F:8][C:6]1[CH:5]=[C:4]([CH:9]([C:28]2[CH:29]=[CH:30][C:25]([S:22]([CH3:21])(=[O:24])=[O:23])=[CH:26][CH:27]=2)[CH2:10][C:11]([C:13]2[CH:14]=[CH:15][C:16](=[O:20])[N:17]([CH3:19])[CH:18]=2)=[O:12])[CH:3]=[C:2]([F:1])[CH:7]=1, predict the reactants needed to synthesize it. The reactants are: [F:1][C:2]1[CH:3]=[C:4](/[CH:9]=[CH:10]/[C:11]([C:13]2[CH:14]=[CH:15][C:16](=[O:20])[N:17]([CH3:19])[CH:18]=2)=[O:12])[CH:5]=[C:6]([F:8])[CH:7]=1.[CH3:21][S:22]([C:25]1[CH:30]=[CH:29][C:28](B(O)O)=[CH:27][CH:26]=1)(=[O:24])=[O:23].C(=O)([O-])O.[Na+]. (7) The reactants are: [Br:1][C:2]1[CH:3]=[N:4][C:5]2[N:6]([N:8]=[C:9]([C:11]([OH:13])=O)[CH:10]=2)[CH:7]=1.[CH3:14][CH:15]1[CH2:24][C:23]2[C:18](=[CH:19][CH:20]=[CH:21][CH:22]=2)[CH2:17][NH:16]1. Given the product [Br:1][C:2]1[CH:3]=[N:4][C:5]2[N:6]([N:8]=[C:9]([C:11]([N:16]3[CH:15]([CH3:14])[CH2:24][C:23]4[C:18](=[CH:19][CH:20]=[CH:21][CH:22]=4)[CH2:17]3)=[O:13])[CH:10]=2)[CH:7]=1, predict the reactants needed to synthesize it.